This data is from NCI-60 drug combinations with 297,098 pairs across 59 cell lines. The task is: Regression. Given two drug SMILES strings and cell line genomic features, predict the synergy score measuring deviation from expected non-interaction effect. (1) Drug 1: C1C(C(OC1N2C=NC3=C(N=C(N=C32)Cl)N)CO)O. Synergy scores: CSS=48.0, Synergy_ZIP=-8.70, Synergy_Bliss=-8.49, Synergy_Loewe=-5.82, Synergy_HSA=-4.48. Cell line: HCT116. Drug 2: CC1C(C(CC(O1)OC2CC(CC3=C2C(=C4C(=C3O)C(=O)C5=CC=CC=C5C4=O)O)(C(=O)C)O)N)O. (2) Drug 1: CC1=C2C(C(=O)C3(C(CC4C(C3C(C(C2(C)C)(CC1OC(=O)C(C(C5=CC=CC=C5)NC(=O)C6=CC=CC=C6)O)O)OC(=O)C7=CC=CC=C7)(CO4)OC(=O)C)O)C)OC(=O)C. Drug 2: CS(=O)(=O)OCCCCOS(=O)(=O)C. Cell line: SNB-75. Synergy scores: CSS=34.9, Synergy_ZIP=-6.36, Synergy_Bliss=1.58, Synergy_Loewe=-74.4, Synergy_HSA=0.195.